This data is from Catalyst prediction with 721,799 reactions and 888 catalyst types from USPTO. The task is: Predict which catalyst facilitates the given reaction. (1) Reactant: [Li+].CC([N-]C(C)C)C.[Cl:9][C:10]1[CH:11]=[C:12]([CH2:17][C:18]#[N:19])[CH:13]=[CH:14][C:15]=1[Cl:16].[CH3:20][O:21][C:22]1[CH:23]=[N:24][CH:25]=[C:26]([CH:29]=1)[CH:27]=[O:28]. Product: [Cl:9][C:10]1[CH:11]=[C:12]([CH:17]([CH:27]([OH:28])[C:26]2[CH:25]=[N:24][CH:23]=[C:22]([O:21][CH3:20])[CH:29]=2)[C:18]#[N:19])[CH:13]=[CH:14][C:15]=1[Cl:16]. The catalyst class is: 1. (2) Reactant: [F:1][C:2]([F:25])([F:24])[C:3]([C:9]1[CH:14]=[CH:13][C:12](B2OC(C)(C)C(C)(C)O2)=[CH:11][CH:10]=1)([OH:8])[C:4]([F:7])([F:6])[F:5].Br[C:27]1[CH:32]=[CH:31][C:30]([NH:33][C:34]([N:36]2[CH2:41][CH2:40][N:39]([CH2:42][C:43]3[CH:48]=[CH:47][N:46]=[CH:45][CH:44]=3)[CH2:38][CH2:37]2)=[O:35])=[CH:29][CH:28]=1.[C:49](=[O:52])([O-])[O-:50].[K+].[K+]. Product: [F:25][C:2]([F:1])([F:24])[C:3]([C:9]1[CH:10]=[CH:11][C:12]([C:27]2[CH:28]=[CH:29][C:30]([NH:33][C:34]([N:36]3[CH2:37][CH2:38][N:39]([CH2:42][C:43]4[CH:44]=[CH:45][N:46]=[CH:47][CH:48]=4)[CH2:40][CH2:41]3)=[O:35])=[CH:31][CH:32]=2)=[CH:13][CH:14]=1)([OH:8])[C:4]([F:7])([F:6])[F:5].[C:49]([OH:50])([C:2]([F:25])([F:24])[F:1])=[O:52]. The catalyst class is: 70. (3) Reactant: [F:1][C:2]1[CH:26]=[CH:25][C:24]([F:27])=[CH:23][C:3]=1[CH2:4][C@H:5]1[CH2:10][C@@H:9]([C:11](=[O:18])[CH2:12][C:13](OCC)=[O:14])[CH2:8][CH2:7][N:6]1[C:19]([O:21][CH3:22])=[O:20].[OH-].[Na+].[NH2:30]O.Cl. Product: [F:1][C:2]1[CH:26]=[CH:25][C:24]([F:27])=[CH:23][C:3]=1[CH2:4][C@H:5]1[CH2:10][C@@H:9]([C:11]2[O:18][NH:30][C:13](=[O:14])[CH:12]=2)[CH2:8][CH2:7][N:6]1[C:19]([O:21][CH3:22])=[O:20]. The catalyst class is: 24. (4) Reactant: C(N(C(C)C)CC)(C)C.[F:10][C:11]1[CH:16]=[CH:15][C:14]([CH2:17][C:18]2[C:27]3[C:22](=[CH:23][CH:24]=[CH:25][CH:26]=3)[C:21](=[O:28])[NH:20][N:19]=2)=[CH:13][C:12]=1[NH:29][C:30]([CH2:32][CH:33]([CH2:37][CH:38]=[CH:39][CH2:40][CH2:41][CH2:42][CH2:43][CH3:44])[C:34](O)=[O:35])=[O:31]. Product: [F:10][C:11]1[CH:16]=[CH:15][C:14]([CH2:17][C:18]2[C:27]3[C:22](=[CH:23][CH:24]=[CH:25][CH:26]=3)[C:21](=[O:28])[NH:20][N:19]=2)=[CH:13][C:12]=1[N:29]1[C:30](=[O:31])[CH2:32][CH:33]([CH2:37][CH:38]=[CH:39][CH2:40][CH2:41][CH2:42][CH2:43][CH3:44])[C:34]1=[O:35]. The catalyst class is: 9. (5) Reactant: [NH:1]1CCCN1C(O)=O.CC#N.[C:12]1([N:18]=[C:19]=[O:20])[CH:17]=[CH:16][CH:15]=[CH:14][CH:13]=1. Product: [C:12]1([NH:18][C:19]([NH2:1])=[O:20])[CH:17]=[CH:16][CH:15]=[CH:14][CH:13]=1. The catalyst class is: 2.